This data is from Reaction yield outcomes from USPTO patents with 853,638 reactions. The task is: Predict the reaction yield, written as a fraction of the theoretical maximum amount of product (1.0 means a 100% yield; for example, 0.34 means a 34% yield). (1) The reactants are [OH:1][C:2]1[CH:9]=[C:8]([O:10][CH3:11])[CH:7]=[CH:6][C:3]=1[CH:4]=[O:5].[Cl:12]N1C(=O)CCC1=O.Cl. The catalyst is C(Cl)(Cl)Cl. The product is [Cl:12][C:7]1[C:8]([O:10][CH3:11])=[CH:9][C:2]([OH:1])=[C:3]([CH:6]=1)[CH:4]=[O:5]. The yield is 0.740. (2) The reactants are [Br:1][C:2]1[CH:3]=[CH:4][C:5]([F:22])=[C:6]([C:8]([NH:14][C:15](=[O:21])[O:16][C:17]([CH3:20])([CH3:19])[CH3:18])([CH:11]([F:13])[F:12])[CH:9]=C)[CH:7]=1.[O:23]=[O+][O-].[BH4-].[Na+]. The catalyst is C(Cl)Cl.CO. The product is [Br:1][C:2]1[CH:3]=[CH:4][C:5]([F:22])=[C:6]([C:8]([NH:14][C:15](=[O:21])[O:16][C:17]([CH3:20])([CH3:19])[CH3:18])([CH2:9][OH:23])[CH:11]([F:13])[F:12])[CH:7]=1. The yield is 0.980. (3) The catalyst is C(Cl)Cl. The yield is 0.470. The reactants are FC(F)(F)C(O)=O.O.C(OC([N:16]1[CH2:19][CH2:18][C@@H:17]1[CH2:20][O:21][C:22]1[CH:23]=[N:24][CH:25]=[C:26]([C:28]2[CH:33]=[CH:32][CH:31]=[C:30]([CH2:34][C@@H:35]([O:43][CH3:44])[CH2:36][C:37]3[CH:42]=[CH:41][CH:40]=[CH:39][CH:38]=3)[CH:29]=2)[CH:27]=1)=O)(C)(C)C. The product is [NH:16]1[CH2:19][CH2:18][C@H:17]1[CH2:20][O:21][C:22]1[CH:23]=[N:24][CH:25]=[C:26]([C:28]2[CH:33]=[CH:32][CH:31]=[C:30]([CH2:34][C@H:35]([O:43][CH3:44])[CH2:36][C:37]3[CH:42]=[CH:41][CH:40]=[CH:39][CH:38]=3)[CH:29]=2)[CH:27]=1. (4) The reactants are [F:1][C:2]1[CH:7]=[CH:6][C:5]([CH:8]=[CH:9][C:10]([NH:12][C@H:13]([C:23]([O:25]C)=[O:24])[CH2:14][C:15]2[CH:20]=[CH:19][C:18]([O:21][CH3:22])=[CH:17][CH:16]=2)=[O:11])=[CH:4][CH:3]=1.[OH-].[Na+]. The catalyst is CO. The product is [F:1][C:2]1[CH:3]=[CH:4][C:5]([CH:8]=[CH:9][C:10]([NH:12][C@H:13]([C:23]([OH:25])=[O:24])[CH2:14][C:15]2[CH:16]=[CH:17][C:18]([O:21][CH3:22])=[CH:19][CH:20]=2)=[O:11])=[CH:6][CH:7]=1. The yield is 0.900. (5) The reactants are [C:1]([C:5]1[CH:10]=[CH:9][C:8]([N:11]2[C:15](=[O:16])[C:14](=[C:17]([NH:19][NH:20][C:21]([N:23]3[CH2:28][CH2:27][CH:26]([C:29]([O:31]C)=[O:30])[CH2:25][CH2:24]3)=[S:22])[CH3:18])[C:13]([CH3:33])=[N:12]2)=[CH:7][CH:6]=1)([CH3:4])([CH3:3])[CH3:2].[OH-].[Na+].Cl.O. The catalyst is CO. The product is [C:1]([C:5]1[CH:6]=[CH:7][C:8]([N:11]2[C:15](=[O:16])[C:14](=[C:17]([NH:19][NH:20][C:21]([N:23]3[CH2:24][CH2:25][CH:26]([C:29]([OH:31])=[O:30])[CH2:27][CH2:28]3)=[S:22])[CH3:18])[C:13]([CH3:33])=[N:12]2)=[CH:9][CH:10]=1)([CH3:2])([CH3:3])[CH3:4]. The yield is 0.550. (6) The reactants are C(NC(C)C)(C)C.C([Li])CCC.CCCCCC.[Br:19][C:20]1[CH:21]=[CH:22][C:23]([F:26])=[N:24][CH:25]=1.[CH3:27][O:28][C:29]1[CH:40]=[CH:39][CH:38]=[CH:37][C:30]=1[C:31](N(OC)C)=[O:32]. The catalyst is C1COCC1. The product is [Br:19][C:20]1[CH:21]=[C:22]([C:31]([C:30]2[CH:37]=[CH:38][CH:39]=[CH:40][C:29]=2[O:28][CH3:27])=[O:32])[C:23]([F:26])=[N:24][CH:25]=1. The yield is 0.210. (7) The reactants are [Cl:1][C:2]1[CH:7]=[CH:6][C:5]([N:8]([C@H:14]2[C:23]3[C:18](=[CH:19][CH:20]=[CH:21][CH:22]=3)[N:17]([C:24](=[O:33])[C:25]3[CH:30]=[CH:29][C:28]([O:31]C)=[CH:27][CH:26]=3)[C@@H:16]([CH3:34])[CH2:15]2)[C:9]([CH:11]2[CH2:13][CH2:12]2)=[O:10])=[CH:4][CH:3]=1.B(Br)(Br)Br. The catalyst is C(Cl)Cl. The product is [Cl:1][C:2]1[CH:3]=[CH:4][C:5]([N:8]([C@H:14]2[C:23]3[C:18](=[CH:19][CH:20]=[CH:21][CH:22]=3)[N:17]([C:24](=[O:33])[C:25]3[CH:26]=[CH:27][C:28]([OH:31])=[CH:29][CH:30]=3)[C@@H:16]([CH3:34])[CH2:15]2)[C:9]([CH:11]2[CH2:12][CH2:13]2)=[O:10])=[CH:6][CH:7]=1. The yield is 0.980.